This data is from Catalyst prediction with 721,799 reactions and 888 catalyst types from USPTO. The task is: Predict which catalyst facilitates the given reaction. (1) Reactant: C[C@@H]([NH3+])C1C=CC=CC=1.[CH2:10]([C@H:14]([CH2:18][OH:19])[C:15]([O-:17])=[O:16])[CH2:11][CH2:12][CH3:13].C(OC(C)C)(=O)C. Product: [CH2:10]([C@H:14]([CH2:18][OH:19])[C:15]([OH:17])=[O:16])[CH2:11][CH2:12][CH3:13]. The catalyst class is: 33. (2) Reactant: [OH:1]O.[Br:3][C:4]1[C:12]2[O:13][CH2:14][CH2:15][C:11]=2[C:10]2/[C:9](=[CH:16]/[C:17]#[N:18])/[CH2:8][CH2:7][C:6]=2[C:5]=1[Br:19].[OH-].[K+]. Product: [Br:3][C:4]1[C:12]2[O:13][CH2:14][CH2:15][C:11]=2[C:10]2[C:9]([CH2:16][C:17]([NH2:18])=[O:1])=[CH:8][CH2:7][C:6]=2[C:5]=1[Br:19]. The catalyst class is: 58. (3) Reactant: [H-].[Na+].[F:3][C:4]([F:19])([F:18])[C:5]1[CH:6]=[C:7]([NH:11][C:12]2[CH2:16][CH2:15][C:14](=[O:17])[CH:13]=2)[CH:8]=[CH:9][CH:10]=1.CC1CCCO1.[Br:26][C:27]1[CH:32]=[C:31]([C:33]#[N:34])[CH:30]=[CH:29][C:28]=1[N:35]([CH2:43]S(C1C=CC=CC=1)(=O)=O)[C:36](=[O:42])[O:37][C:38]([CH3:41])([CH3:40])[CH3:39]. Product: [Br:26][C:27]1[CH:32]=[C:31]([C:33]#[N:34])[CH:30]=[CH:29][C:28]=1[N:35]([CH2:43][C:13]1[C:14](=[O:17])[CH2:15][CH2:16][C:12]=1[NH:11][C:7]1[CH:8]=[CH:9][CH:10]=[C:5]([C:4]([F:18])([F:19])[F:3])[CH:6]=1)[C:36](=[O:42])[O:37][C:38]([CH3:39])([CH3:40])[CH3:41]. The catalyst class is: 6. (4) Reactant: [Cl:1][C:2]1[CH:7]=[CH:6][CH:5]=[CH:4][C:3]=1[CH:8]([C:24]1[CH:29]=[CH:28][CH:27]=[CH:26][C:25]=1[Cl:30])[N:9]1[CH:14]2[CH2:15][CH2:16][CH:10]1[CH2:11][C:12]([C:18]1[N:23]=[CH:22][CH:21]=[CH:20][N:19]=1)([OH:17])[CH2:13]2. Product: [Cl:30][C:25]1[CH:26]=[CH:27][CH:28]=[CH:29][C:24]=1[CH:8]([C:3]1[CH:4]=[CH:5][CH:6]=[CH:7][C:2]=1[Cl:1])[N:9]1[CH:14]2[CH2:15][CH2:16][CH:10]1[CH2:11][C:12]([C:18]1[NH:23][CH2:22][CH2:21][CH2:20][N:19]=1)([OH:17])[CH2:13]2. The catalyst class is: 470. (5) Reactant: [CH2:1]([NH2:13])[CH2:2][CH2:3][CH2:4][CH2:5][CH2:6][CH2:7][CH2:8][CH2:9][CH2:10][CH2:11][CH3:12].C(O[BH-](OC(=O)C)OC(=O)C)(=O)C.[Na+].C(Cl)Cl.[CH3:31][CH:32]([CH3:37])[CH2:33][C:34](=O)[CH3:35]. Product: [CH3:31][CH:32]([CH3:37])[CH2:33][CH:34]([NH:13][CH2:1][CH2:2][CH2:3][CH2:4][CH2:5][CH2:6][CH2:7][CH2:8][CH2:9][CH2:10][CH2:11][CH3:12])[CH3:35]. The catalyst class is: 15.